From a dataset of Full USPTO retrosynthesis dataset with 1.9M reactions from patents (1976-2016). Predict the reactants needed to synthesize the given product. (1) Given the product [Cl:1][C:2]1[N:7]=[C:6]([NH:14][C:17](=[O:26])[O:40][C:36]([CH3:39])([CH3:38])[CH3:37])[CH:5]=[CH:4][C:3]=1[F:11], predict the reactants needed to synthesize it. The reactants are: [Cl:1][C:2]1[N:7]=[C:6](C(O)=O)[CH:5]=[CH:4][C:3]=1[F:11].CC[N:14]([CH2:17]C)CC.C1(P(N=[N+]=[N-])(C2C=CC=CC=2)=[O:26])C=CC=CC=1.[C:36]([OH:40])([CH3:39])([CH3:38])[CH3:37]. (2) Given the product [I-:27].[CH3:26][N+:1]1[CH:6]=[CH:5][C:4]([C:7]([NH:9][C:10]2[CH:25]=[CH:24][CH:23]=[CH:22][C:11]=2[C:12]([NH:14][C:15]2[CH:20]=[CH:19][C:18]([Cl:21])=[CH:17][CH:16]=2)=[O:13])=[O:8])=[CH:3][CH:2]=1, predict the reactants needed to synthesize it. The reactants are: [N:1]1[CH:6]=[CH:5][C:4]([C:7]([NH:9][C:10]2[CH:25]=[CH:24][CH:23]=[CH:22][C:11]=2[C:12]([NH:14][C:15]2[CH:20]=[CH:19][C:18]([Cl:21])=[CH:17][CH:16]=2)=[O:13])=[O:8])=[CH:3][CH:2]=1.[CH3:26][I:27]. (3) Given the product [CH3:1][O:2][C:3]1[CH:9]=[CH:8][CH:7]=[C:5]([N:6]2[CH2:24][CH2:23][O:22][CH2:21][CH2:20]2)[CH:4]=1, predict the reactants needed to synthesize it. The reactants are: [CH3:1][O:2][C:3]1[CH:4]=[C:5]([CH:7]=[CH:8][CH:9]=1)[NH2:6].C(N(CC)C(C)C)(C)C.Br[CH2:20][CH2:21][O:22][CH2:23][CH2:24]Br. (4) Given the product [CH2:7]1[C:13]2[CH:14]=[CH:15][CH:16]=[CH:17][C:12]=2[CH2:11][CH2:10][CH:9]([C:18]([O:20][C:21]([CH3:24])([CH3:23])[CH3:22])=[O:19])[NH:8]1, predict the reactants needed to synthesize it. The reactants are: C([BH3-])#N.[Na+].CO[C:7]1[C:13]2[CH:14]=[CH:15][CH:16]=[CH:17][C:12]=2[CH2:11][CH2:10][CH:9]([C:18]([O:20][C:21]([CH3:24])([CH3:23])[CH3:22])=[O:19])[N:8]=1.[OH-].[Na+].